From a dataset of Catalyst prediction with 721,799 reactions and 888 catalyst types from USPTO. Predict which catalyst facilitates the given reaction. (1) Reactant: [CH3:1][N:2]([CH3:8])[C:3](=O)[N:4]([CH3:6])[CH3:5].C(Cl)(=O)C(Cl)=O.[CH2:15]([NH2:19])[CH2:16][CH2:17][CH3:18]. Product: [CH3:1][N:2]([CH3:8])[C:3]([N:4]([CH3:6])[CH3:5])=[N:19][CH2:15][CH2:16][CH2:17][CH3:18]. The catalyst class is: 68. (2) Reactant: Cl[C:2]1[N:12]=[CH:11][C:10]2[O:9][CH2:8][CH2:7][N:6]3[CH:13]=[C:14]([C:16]4[N:20]([CH:21]([CH3:23])[CH3:22])[N:19]=[CH:18][N:17]=4)[N:15]=[C:5]3[C:4]=2[CH:3]=1.[CH3:24][N:25]1[CH2:30][CH2:29][NH:28][CH2:27][CH2:26]1.C(N1CCN2CCN(CCCC)P1N(CCCC)CC2)CCC.CC(C)([O-])C.[Na+]. Product: [CH:21]([N:20]1[C:16]([C:14]2[N:15]=[C:5]3[C:4]4[CH:3]=[C:2]([N:28]5[CH2:29][CH2:30][N:25]([CH3:24])[CH2:26][CH2:27]5)[N:12]=[CH:11][C:10]=4[O:9][CH2:8][CH2:7][N:6]3[CH:13]=2)=[N:17][CH:18]=[N:19]1)([CH3:23])[CH3:22]. The catalyst class is: 160. (3) Reactant: O1[CH:5]=[CH:4][CH:3]=[C:2]1[C:6]1[N:11]=[C:10]([N:12]([CH3:28])[C:13]2[CH:18]=[CH:17][N:16]=[C:15]([NH:19][CH2:20][CH2:21][C:22]3[CH:27]=[CH:26][CH:25]=[CH:24][CH:23]=3)[N:14]=2)[CH:9]=[CH:8][CH:7]=1.C([Sn](CCCC)(CCCC)C1[S:35]C=CC=1)CCC.ClC1N=C(N(C)C2C=CN=C(NCCC3C=CC=CC=3)N=2)C=CC=1. Product: [CH3:28][N:12]([C:10]1[CH:9]=[CH:8][CH:7]=[C:6]([C:2]2[S:35][CH:5]=[CH:4][CH:3]=2)[N:11]=1)[C:13]1[CH:18]=[CH:17][N:16]=[C:15]([NH:19][CH2:20][CH2:21][C:22]2[CH:27]=[CH:26][CH:25]=[CH:24][CH:23]=2)[N:14]=1. The catalyst class is: 11. (4) Reactant: [Cl:1][C:2]1[C:7]([O:8][CH3:9])=[CH:6][C:5]([O:10][CH3:11])=[C:4]([Cl:12])[C:3]=1[C:13]1[C:24](=[O:25])[N:23]([CH2:26][CH2:27][N:28]2[CH2:33][CH2:32][N:31](C(OC(C)(C)C)=O)[CH2:30][CH2:29]2)[C:16]2[N:17]=[C:18]([NH:21][CH3:22])[N:19]=[CH:20][C:15]=2[CH:14]=1.FC(F)(F)C(O)=O.C([O-])(O)=O.[Na+]. Product: [Cl:1][C:2]1[C:7]([O:8][CH3:9])=[CH:6][C:5]([O:10][CH3:11])=[C:4]([Cl:12])[C:3]=1[C:13]1[C:24](=[O:25])[N:23]([CH2:26][CH2:27][N:28]2[CH2:33][CH2:32][NH:31][CH2:30][CH2:29]2)[C:16]2[N:17]=[C:18]([NH:21][CH3:22])[N:19]=[CH:20][C:15]=2[CH:14]=1. The catalyst class is: 2. (5) Reactant: Br[C:2]1[N:3]=[CH:4][C:5]([NH2:8])=[N:6][CH:7]=1.[Cl:9][C:10]1[CH:15]=[CH:14][C:13](OB(O)O)=[C:12]([CH3:20])[CH:11]=1. Product: [Cl:9][C:10]1[CH:15]=[CH:14][C:13]([C:2]2[N:3]=[CH:4][C:5]([NH2:8])=[N:6][CH:7]=2)=[C:12]([CH3:20])[CH:11]=1. The catalyst class is: 25.